This data is from Catalyst prediction with 721,799 reactions and 888 catalyst types from USPTO. The task is: Predict which catalyst facilitates the given reaction. Reactant: [NH2:1][C:2]1[N:10]=[C:9]([CH2:11][O:12][CH3:13])[CH:8]=[CH:7][C:3]=1[C:4]([OH:6])=O.[CH3:14][C:15]1[CH:20]=[CH:19][C:18]([O:21][C:22]2[CH:23]=[C:24]([CH:27]=[CH:28][CH:29]=2)[CH2:25][NH2:26])=[CH:17][CH:16]=1.C(N(CC)CC)C.CN([P+](ON1N=NC2C=CC=CC1=2)(N(C)C)N(C)C)C.F[P-](F)(F)(F)(F)F. Product: [CH3:14][C:15]1[CH:20]=[CH:19][C:18]([O:21][C:22]2[CH:23]=[C:24]([CH2:25][NH:26][C:4](=[O:6])[C:3]3[CH:7]=[CH:8][C:9]([CH2:11][O:12][CH3:13])=[N:10][C:2]=3[NH2:1])[CH:27]=[CH:28][CH:29]=2)=[CH:17][CH:16]=1. The catalyst class is: 136.